From a dataset of Full USPTO retrosynthesis dataset with 1.9M reactions from patents (1976-2016). Predict the reactants needed to synthesize the given product. (1) Given the product [CH3:15][N:14]([CH3:16])[CH2:13][CH2:12][N:6]1[CH2:5][C:4]2[C:8](=[CH:9][CH:10]=[C:2]([B:20]3[O:21][C:22]([CH3:24])([CH3:23])[C:18]([CH3:34])([CH3:17])[O:19]3)[CH:3]=2)[C:7]1=[O:11], predict the reactants needed to synthesize it. The reactants are: Br[C:2]1[CH:3]=[C:4]2[C:8](=[CH:9][CH:10]=1)[C:7](=[O:11])[N:6]([CH2:12][CH2:13][N:14]([CH3:16])[CH3:15])[CH2:5]2.[CH3:17][C:18]1([CH3:34])[C:22]([CH3:24])([CH3:23])[O:21][B:20]([B:20]2[O:21][C:22]([CH3:24])([CH3:23])[C:18]([CH3:34])([CH3:17])[O:19]2)[O:19]1. (2) Given the product [C:1]([O:5][CH:6]([C:10]1[C:19]([CH3:20])=[CH:18][C:17]2[C:12](=[CH:13][C:14]([CH2:21][CH3:22])=[CH:15][CH:16]=2)[C:11]=1[C:23]1[CH:24]=[CH:25][C:26]([Cl:29])=[CH:27][CH:28]=1)[C:7]([OH:9])=[O:8])([CH3:2])([CH3:3])[CH3:4], predict the reactants needed to synthesize it. The reactants are: [C:1]([O:5][CH:6]([C:10]1[C:19]([CH3:20])=[CH:18][C:17]2[C:12](=[CH:13][C:14]([CH:21]=[CH2:22])=[CH:15][CH:16]=2)[C:11]=1[C:23]1[CH:28]=[CH:27][C:26]([Cl:29])=[CH:25][CH:24]=1)[C:7]([OH:9])=[O:8])([CH3:4])([CH3:3])[CH3:2]. (3) Given the product [CH3:1][C:2]1[O:3][C:4]([CH2:7][CH2:12][CH:11]2[CH2:14][CH2:13][NH:8][CH2:9][CH2:10]2)=[N:5][N:6]=1, predict the reactants needed to synthesize it. The reactants are: [CH3:1][C:2]1[O:3][C:4]([C@@H:7]2[CH2:12][CH2:11][CH2:10][CH2:9][NH:8]2)=[N:5][N:6]=1.[C:13](OC(N1CCC(CCC(O)=O)CC1)=O)(C)(C)[CH3:14].C(NN)(=O)C. (4) Given the product [Cl:1][C:2]1[CH:3]=[CH:4][C:5]([N:8]2[C:12]([C:13]3[CH:18]=[CH:17][C:16]([Cl:19])=[CH:15][CH:14]=3)=[CH:11][C:10]([C:20]([N:29]3[CH2:30][CH2:31][Si:26]([CH3:32])([CH3:25])[CH2:27][CH2:28]3)=[O:21])=[C:9]2[CH3:23])=[CH:6][CH:7]=1, predict the reactants needed to synthesize it. The reactants are: [Cl:1][C:2]1[CH:7]=[CH:6][C:5]([N:8]2[C:12]([C:13]3[CH:18]=[CH:17][C:16]([Cl:19])=[CH:15][CH:14]=3)=[CH:11][C:10]([C:20](O)=[O:21])=[C:9]2[CH3:23])=[CH:4][CH:3]=1.Cl.[CH3:25][Si:26]1([CH3:32])[CH2:31][CH2:30][NH:29][CH2:28][CH2:27]1.Cl.CN(C)CCCN=C=NCC.OC1C2N=NNC=2C=CC=1.C(N(CC)CC)C. (5) Given the product [F:20][C:17]([F:18])([F:19])[CH2:16][N:13]1[CH2:12][CH2:11][CH:10]([C:7]2[CH:6]=[CH:5][C:4]([NH2:1])=[N:9][CH:8]=2)[CH2:15][CH2:14]1, predict the reactants needed to synthesize it. The reactants are: [N+:1]([C:4]1[N:9]=[CH:8][C:7]([C:10]2[CH2:11][CH2:12][N:13]([CH2:16][C:17]([F:20])([F:19])[F:18])[CH2:14][CH:15]=2)=[CH:6][CH:5]=1)([O-])=O. (6) Given the product [C:27]1([C:21]2[CH:22]=[CH:23][CH:24]=[CH:25][CH:26]=2)[CH:28]=[CH:29][C:30]([CH2:31][NH:32][C:14]([C:12]2[S:13][C:9]([S:8][C:7]3[C:6]([Cl:20])=[CH:5][N:4]=[CH:3][C:2]=3[Cl:1])=[C:10]([N+:17]([O-:19])=[O:18])[CH:11]=2)=[O:16])=[CH:33][CH:34]=1, predict the reactants needed to synthesize it. The reactants are: [Cl:1][C:2]1[CH:3]=[N:4][CH:5]=[C:6]([Cl:20])[C:7]=1[S:8][C:9]1[S:13][C:12]([C:14]([OH:16])=O)=[CH:11][C:10]=1[N+:17]([O-:19])=[O:18].[C:21]1([C:27]2[CH:34]=[CH:33][C:30]([CH2:31][NH2:32])=[CH:29][CH:28]=2)[CH:26]=[CH:25][CH:24]=[CH:23][CH:22]=1. (7) The reactants are: [CH3:1][C:2]1[S:3][C:4]2[CH:10]=[C:9]([C:11]3[S:12][C:13]4[CH:19]=[CH:18][CH:17]=[CH:16][C:14]=4[N:15]=3)[CH:8]=[CH:7][C:5]=2[N:6]=1.[S:20]([C:25]1[CH:31]=[CH:30][C:28]([CH3:29])=[CH:27][CH:26]=1)([O:23][CH3:24])(=[O:22])=[O:21]. Given the product [S:20]([C:25]1[CH:31]=[CH:30][C:28]([CH3:29])=[CH:27][CH:26]=1)([O-:23])(=[O:22])=[O:21].[CH3:1][C:2]1[S:3][C:4]2[CH:10]=[C:9]([C:11]3[S:12][C:13]4[CH:19]=[CH:18][CH:17]=[CH:16][C:14]=4[N:15]=3)[CH:8]=[CH:7][C:5]=2[N+:6]=1[CH3:24], predict the reactants needed to synthesize it. (8) Given the product [C:11]([O:10][C:8]([NH:7][C:5]1[S:6][C:2]([C:21]#[C:20][CH2:19][OH:22])=[CH:3][C:4]=1[C:15]([O:17][CH3:18])=[O:16])=[O:9])([CH3:14])([CH3:13])[CH3:12], predict the reactants needed to synthesize it. The reactants are: Br[C:2]1[S:6][C:5]([NH:7][C:8]([O:10][C:11]([CH3:14])([CH3:13])[CH3:12])=[O:9])=[C:4]([C:15]([O:17][CH3:18])=[O:16])[CH:3]=1.[CH2:19]([OH:22])[C:20]#[CH:21]. (9) Given the product [S:20]=[C:2]([NH:13][CH2:14][C:15]([F:18])([F:17])[F:16])[C@H:3]([NH:5][C:6](=[O:12])[O:7][C:8]([CH3:11])([CH3:10])[CH3:9])[CH3:4], predict the reactants needed to synthesize it. The reactants are: O=[C:2]([NH:13][CH2:14][C:15]([F:18])([F:17])[F:16])[C@H:3]([NH:5][C:6](=[O:12])[O:7][C:8]([CH3:11])([CH3:10])[CH3:9])[CH3:4].P12(SP3(SP(SP(S3)(S1)=S)(=S)S2)=S)=[S:20].C[Si](C)(C)O[Si](C)(C)C.